From a dataset of Catalyst prediction with 721,799 reactions and 888 catalyst types from USPTO. Predict which catalyst facilitates the given reaction. (1) The catalyst class is: 30. Reactant: [NH2:1][C:2]1[CH:7]=[CH:6][CH:5]=[CH:4][C:3]=1[C:8]1[NH:36][C:11]2=[N:12][CH:13]=[CH:14][C:15]([C:16]3[CH:21]=[CH:20][C:19]([CH2:22][NH:23][C:24]([C:26]4[O:30][N:29]=[C:28]([C:31]([CH3:34])([CH3:33])[CH3:32])[N:27]=4)=[O:25])=[C:18]([F:35])[CH:17]=3)=[C:10]2[N:9]=1.CCN(C(C)C)C(C)C.[C:46](Cl)(=[O:49])[CH:47]=[CH2:48]. Product: [C:31]([C:28]1[N:27]=[C:26]([C:24]([NH:23][CH2:22][C:19]2[CH:20]=[CH:21][C:16]([C:15]3[CH:14]=[CH:13][N:12]=[C:11]4[NH:36][C:8]([C:3]5[CH:4]=[CH:5][CH:6]=[CH:7][C:2]=5[NH:1][C:46](=[O:49])[CH:47]=[CH2:48])=[N:9][C:10]=34)=[CH:17][C:18]=2[F:35])=[O:25])[O:30][N:29]=1)([CH3:32])([CH3:33])[CH3:34]. (2) Reactant: [CH:1]([C:4]1[C:12]2[C:7](=[CH:8][CH:9]=[C:10]([O:13][C:14]3[C:20]([CH3:21])=[CH:19][C:17]([NH2:18])=[CH:16][C:15]=3[CH3:22])[CH:11]=2)[NH:6][CH:5]=1)([CH3:3])[CH3:2].Br[CH2:24][C:25]([O:27][CH2:28][CH3:29])=[O:26].C([O-])(=O)C.[Na+].O. Product: [CH:1]([C:4]1[C:12]2[C:7](=[CH:8][CH:9]=[C:10]([O:13][C:14]3[C:15]([CH3:22])=[CH:16][C:17]([NH:18][CH2:24][C:25]([O:27][CH2:28][CH3:29])=[O:26])=[CH:19][C:20]=3[CH3:21])[CH:11]=2)[NH:6][CH:5]=1)([CH3:3])[CH3:2]. The catalyst class is: 8.